This data is from NCI-60 drug combinations with 297,098 pairs across 59 cell lines. The task is: Regression. Given two drug SMILES strings and cell line genomic features, predict the synergy score measuring deviation from expected non-interaction effect. (1) Drug 1: C1=CC(=CC=C1CCCC(=O)O)N(CCCl)CCCl. Drug 2: C1=CC(=CC=C1C#N)C(C2=CC=C(C=C2)C#N)N3C=NC=N3. Cell line: SK-MEL-5. Synergy scores: CSS=22.3, Synergy_ZIP=-7.76, Synergy_Bliss=-5.74, Synergy_Loewe=-8.67, Synergy_HSA=-8.03. (2) Drug 1: C1=C(C(=O)NC(=O)N1)F. Drug 2: CS(=O)(=O)CCNCC1=CC=C(O1)C2=CC3=C(C=C2)N=CN=C3NC4=CC(=C(C=C4)OCC5=CC(=CC=C5)F)Cl. Cell line: SN12C. Synergy scores: CSS=20.3, Synergy_ZIP=-2.67, Synergy_Bliss=-4.34, Synergy_Loewe=-3.43, Synergy_HSA=-2.75. (3) Drug 1: B(C(CC(C)C)NC(=O)C(CC1=CC=CC=C1)NC(=O)C2=NC=CN=C2)(O)O. Drug 2: CN1C=C(C=N1)C2=C3N=C(C(=C(N3N=C2)N)Br)C4CCCNC4. Cell line: SW-620. Synergy scores: CSS=67.7, Synergy_ZIP=3.74, Synergy_Bliss=5.22, Synergy_Loewe=-46.8, Synergy_HSA=5.21. (4) Drug 1: CS(=O)(=O)CCNCC1=CC=C(O1)C2=CC3=C(C=C2)N=CN=C3NC4=CC(=C(C=C4)OCC5=CC(=CC=C5)F)Cl. Drug 2: C1C(C(OC1N2C=NC3=C2NC=NCC3O)CO)O. Cell line: OVCAR3. Synergy scores: CSS=5.84, Synergy_ZIP=-0.834, Synergy_Bliss=2.60, Synergy_Loewe=-4.39, Synergy_HSA=-0.851. (5) Drug 1: CC1C(C(=O)NC(C(=O)N2CCCC2C(=O)N(CC(=O)N(C(C(=O)O1)C(C)C)C)C)C(C)C)NC(=O)C3=C4C(=C(C=C3)C)OC5=C(C(=O)C(=C(C5=N4)C(=O)NC6C(OC(=O)C(N(C(=O)CN(C(=O)C7CCCN7C(=O)C(NC6=O)C(C)C)C)C)C(C)C)C)N)C. Drug 2: CN(CCCl)CCCl.Cl. Cell line: MOLT-4. Synergy scores: CSS=77.1, Synergy_ZIP=0.807, Synergy_Bliss=1.58, Synergy_Loewe=-1.91, Synergy_HSA=0.300. (6) Drug 1: CC1=C(C=C(C=C1)NC2=NC=CC(=N2)N(C)C3=CC4=NN(C(=C4C=C3)C)C)S(=O)(=O)N.Cl. Drug 2: C1CC(=O)NC(=O)C1N2C(=O)C3=CC=CC=C3C2=O. Cell line: ACHN. Synergy scores: CSS=6.14, Synergy_ZIP=-2.31, Synergy_Bliss=-0.983, Synergy_Loewe=-6.09, Synergy_HSA=-2.27. (7) Drug 1: CCC1=CC2CC(C3=C(CN(C2)C1)C4=CC=CC=C4N3)(C5=C(C=C6C(=C5)C78CCN9C7C(C=CC9)(C(C(C8N6C)(C(=O)OC)O)OC(=O)C)CC)OC)C(=O)OC.C(C(C(=O)O)O)(C(=O)O)O. Drug 2: CC1CCCC2(C(O2)CC(NC(=O)CC(C(C(=O)C(C1O)C)(C)C)O)C(=CC3=CSC(=N3)C)C)C. Cell line: SNB-75. Synergy scores: CSS=18.7, Synergy_ZIP=0.999, Synergy_Bliss=1.39, Synergy_Loewe=0.567, Synergy_HSA=0.0652. (8) Drug 1: CC1=C(C=C(C=C1)NC2=NC=CC(=N2)N(C)C3=CC4=NN(C(=C4C=C3)C)C)S(=O)(=O)N.Cl. Drug 2: CCC1=CC2CC(C3=C(CN(C2)C1)C4=CC=CC=C4N3)(C5=C(C=C6C(=C5)C78CCN9C7C(C=CC9)(C(C(C8N6C)(C(=O)OC)O)OC(=O)C)CC)OC)C(=O)OC.C(C(C(=O)O)O)(C(=O)O)O. Cell line: MOLT-4. Synergy scores: CSS=81.8, Synergy_ZIP=29.3, Synergy_Bliss=28.0, Synergy_Loewe=8.79, Synergy_HSA=29.1. (9) Drug 1: C1=CC(=CC=C1CCC2=CNC3=C2C(=O)NC(=N3)N)C(=O)NC(CCC(=O)O)C(=O)O. Drug 2: CN(C)C1=NC(=NC(=N1)N(C)C)N(C)C. Cell line: ACHN. Synergy scores: CSS=18.0, Synergy_ZIP=2.23, Synergy_Bliss=0.598, Synergy_Loewe=-22.9, Synergy_HSA=-2.83.